This data is from Full USPTO retrosynthesis dataset with 1.9M reactions from patents (1976-2016). The task is: Predict the reactants needed to synthesize the given product. (1) The reactants are: Cl.Cl[CH2:3][CH2:4][N:5]1[CH2:9][CH2:8][CH2:7][CH2:6]1.[N+:10]([C:13]1[CH:14]=[C:15]2[C:19](=[CH:20][CH:21]=1)[NH:18][CH:17]=[CH:16]2)([O-:12])=[O:11].[H-].[Na+]. Given the product [N+:10]([C:13]1[CH:14]=[C:15]2[C:19](=[CH:20][CH:21]=1)[N:18]([CH2:3][CH2:4][N:5]1[CH2:9][CH2:8][CH2:7][CH2:6]1)[CH:17]=[CH:16]2)([O-:12])=[O:11], predict the reactants needed to synthesize it. (2) Given the product [Cl:17][C:16]1[C:11]([C:8]2[CH:9]=[C:10]3[C:5](=[C:6]([O:18][C:19]4[CH:24]=[CH:23][C:22]([S:25]([CH3:28])(=[O:27])=[O:26])=[CH:21][CH:20]=4)[CH:7]=2)[N:4]([CH2:29][O:30][CH3:31])[N:3]=[C:2]3[NH:32][C:33]2[CH:38]=[N:37][CH:36]=[CH:35][N:34]=2)=[N:12][CH:13]=[CH:14][CH:15]=1, predict the reactants needed to synthesize it. The reactants are: Br[C:2]1[C:10]2[C:5](=[C:6]([O:18][C:19]3[CH:24]=[CH:23][C:22]([S:25]([CH3:28])(=[O:27])=[O:26])=[CH:21][CH:20]=3)[CH:7]=[C:8]([C:11]3[C:16]([Cl:17])=[CH:15][CH:14]=[CH:13][N:12]=3)[CH:9]=2)[N:4]([CH2:29][O:30][CH3:31])[N:3]=1.[NH2:32][C:33]1[CH:38]=[N:37][CH:36]=[CH:35][N:34]=1.C1(P(C2C=CC=CC=2)C2C3OC4C(=CC=CC=4P(C4C=CC=CC=4)C4C=CC=CC=4)C(C)(C)C=3C=CC=2)C=CC=CC=1.C(=O)([O-])[O-].[Cs+].[Cs+].